This data is from Full USPTO retrosynthesis dataset with 1.9M reactions from patents (1976-2016). The task is: Predict the reactants needed to synthesize the given product. (1) Given the product [Cl-:5].[Cl:5][C:4]([Cl:7])=[N+:10]([CH3:9])[CH2:14][CH2:15][CH3:16], predict the reactants needed to synthesize it. The reactants are: O=C(Cl)O[C:4]([Cl:7])(Cl)[Cl:5].[CH3:9][N:10]([CH2:14][CH2:15][CH3:16])C(Cl)=S.CCCCCC. (2) Given the product [Cl:1][C:2]1[CH:3]=[C:4]([NH:22][C:23](=[O:28])[CH2:24][C:25]([O-:27])=[O:26])[CH:5]=[C:6]([CH3:21])[C:7]=1[O:8][C:9]1[CH:10]=[C:11]2[C:15](=[CH:16][CH:17]=1)[NH:14][CH:13]=[C:12]2[CH:18]([CH3:19])[CH3:20].[K+:30], predict the reactants needed to synthesize it. The reactants are: [Cl:1][C:2]1[CH:3]=[C:4]([NH:22][C:23](=[O:28])[CH2:24][C:25]([OH:27])=[O:26])[CH:5]=[C:6]([CH3:21])[C:7]=1[O:8][C:9]1[CH:10]=[C:11]2[C:15](=[CH:16][CH:17]=1)[NH:14][CH:13]=[C:12]2[CH:18]([CH3:20])[CH3:19].[OH-].[K+:30]. (3) Given the product [ClH:19].[NH2:2][CH2:1][CH2:3][C:4]1[N:12]2[C:7]([CH2:8][CH2:9][CH2:10][CH2:11]2)=[CH:6][C:5]=1[C:13]([O:15][CH3:16])=[O:14], predict the reactants needed to synthesize it. The reactants are: [C:1]([CH2:3][C:4]1[N:12]2[C:7]([CH2:8][CH2:9][CH2:10][CH2:11]2)=[CH:6][C:5]=1[C:13]([O:15][CH3:16])=[O:14])#[N:2].[H][H].[ClH:19]. (4) Given the product [CH:20](/[C:2]1[C:12]2[O:11][CH2:10][CH2:9][N:8]([C:13]([O:15][C:16]([CH3:19])([CH3:18])[CH3:17])=[O:14])[CH2:7][C:6]=2[CH:5]=[CH:4][CH:3]=1)=[CH:21]/[CH3:22], predict the reactants needed to synthesize it. The reactants are: Br[C:2]1[C:12]2[O:11][CH2:10][CH2:9][N:8]([C:13]([O:15][C:16]([CH3:19])([CH3:18])[CH3:17])=[O:14])[CH2:7][C:6]=2[CH:5]=[CH:4][CH:3]=1.[CH:20](/B(O)O)=[CH:21]/[CH3:22].C(O)C.C(=O)([O-])[O-].[Na+].[Na+]. (5) Given the product [Cl:30][C:29]1[CH:28]=[CH:27][C:26]([NH:31][S:32]([CH2:35][CH2:36][CH3:37])(=[O:34])=[O:33])=[CH:25][C:24]=1[NH:23][C:2]1[C:7]([C:8]2[N:16]=[CH:15][N:14]=[C:13]3[C:9]=2[N:10]=[CH:11][N:12]3[CH:17]2[CH2:22][CH2:21][CH2:20][CH2:19][O:18]2)=[CH:6][CH:5]=[CH:4][N:3]=1, predict the reactants needed to synthesize it. The reactants are: F[C:2]1[C:7]([C:8]2[N:16]=[CH:15][N:14]=[C:13]3[C:9]=2[N:10]=[CH:11][N:12]3[CH:17]2[CH2:22][CH2:21][CH2:20][CH2:19][O:18]2)=[CH:6][CH:5]=[CH:4][N:3]=1.[NH2:23][C:24]1[CH:25]=[C:26]([NH:31][S:32]([CH2:35][CH2:36][CH3:37])(=[O:34])=[O:33])[CH:27]=[CH:28][C:29]=1[Cl:30]. (6) The reactants are: [N+:1]([O-:4])([O-])=[O:2].[K+].[CH3:6][CH:7]1[C:15]2[C:10](=[CH:11][CH:12]=[CH:13][CH:14]=2)[C:9](=[O:16])[CH2:8]1.C(OCC)(=O)C. Given the product [CH3:6][CH:7]1[C:15]2[C:10](=[CH:11][C:12]([N+:1]([O-:4])=[O:2])=[CH:13][CH:14]=2)[C:9](=[O:16])[CH2:8]1, predict the reactants needed to synthesize it. (7) Given the product [ClH:48].[CH3:1][C:2]1([CH3:41])[CH2:6][CH2:5][N:4]([C:7]2[C:11]([NH:12][C:13]([C:15]3[N:16]=[C:17]([C:20]4[CH:25]=[CH:24][N:23]=[C:22]([NH:26][CH2:34][C:35]([F:36])([F:38])[F:37])[CH:21]=4)[O:18][CH:19]=3)=[O:14])=[CH:10][N:9]([CH3:39])[N:8]=2)[C:3]1=[O:40], predict the reactants needed to synthesize it. The reactants are: [CH3:1][C:2]1([CH3:41])[CH2:6][CH2:5][N:4]([C:7]2[C:11]([NH:12][C:13]([C:15]3[N:16]=[C:17]([C:20]4[CH:25]=[CH:24][N:23]=[C:22]([N:26]([CH2:34][C:35]([F:38])([F:37])[F:36])C(=O)OC(C)(C)C)[CH:21]=4)[O:18][CH:19]=3)=[O:14])=[CH:10][N:9]([CH3:39])[N:8]=2)[C:3]1=[O:40].C(OC(=O)C)C.[ClH:48]. (8) Given the product [CH:1]([C:3]1[CH:4]=[C:5]([C:13]2[CH:18]=[CH:17][CH:16]=[CH:15][N:14]=2)[CH:6]=[CH:7][CH:8]=1)=[CH2:2], predict the reactants needed to synthesize it. The reactants are: [CH:1]([C:3]1[CH:4]=[C:5](B(O)O)[CH:6]=[CH:7][CH:8]=1)=[CH2:2].Br[C:13]1[CH:18]=[CH:17][CH:16]=[CH:15][N:14]=1.C(=O)([O-])[O-].[K+].[K+]. (9) The reactants are: [CH2:1]([O:8][CH2:9][CH2:10][CH2:11][CH2:12][C:13]([NH:15][NH:16][C:17](=O)[C:18]([O:20][CH2:21][CH3:22])=[O:19])=O)[C:2]1[CH:7]=[CH:6][CH:5]=[CH:4][CH:3]=1.P12(SP3(SP(SP(S3)(S1)=S)(=S)S2)=S)=[S:25]. Given the product [CH2:1]([O:8][CH2:9][CH2:10][CH2:11][CH2:12][C:13]1[S:25][C:17]([C:18]([O:20][CH2:21][CH3:22])=[O:19])=[N:16][N:15]=1)[C:2]1[CH:7]=[CH:6][CH:5]=[CH:4][CH:3]=1, predict the reactants needed to synthesize it.